Dataset: Reaction yield outcomes from USPTO patents with 853,638 reactions. Task: Predict the reaction yield, written as a fraction of the theoretical maximum amount of product (1.0 means a 100% yield; for example, 0.34 means a 34% yield). (1) The reactants are [CH:1]1([CH:4]=O)[CH2:3][CH2:2]1.N1CCCCC1.[NH2:12][C:13]1[N:18]=[CH:17][N:16]=[C:15]2[N:19]([CH2:37][C@H:38]3[CH2:42][CH2:41][CH2:40][N:39]3[C:43](=[O:47])[CH2:44][C:45]#[N:46])[N:20]=[C:21]([C:22]3[CH:27]=[CH:26][C:25]([O:28][C:29]4[CH:34]=[C:33]([F:35])[CH:32]=[C:31]([F:36])[CH:30]=4)=[CH:24][CH:23]=3)[C:14]=12. The catalyst is CO. The product is [NH2:12][C:13]1[N:18]=[CH:17][N:16]=[C:15]2[N:19]([CH2:37][C@H:38]3[CH2:42][CH2:41][CH2:40][N:39]3[C:43]([C:44](=[CH:4][CH:1]3[CH2:2][CH2:3]3)[C:45]#[N:46])=[O:47])[N:20]=[C:21]([C:22]3[CH:27]=[CH:26][C:25]([O:28][C:29]4[CH:30]=[C:31]([F:36])[CH:32]=[C:33]([F:35])[CH:34]=4)=[CH:24][CH:23]=3)[C:14]=12. The yield is 0.450. (2) The reactants are C[O:2][C:3](=[O:12])[C:4]1[CH:9]=[C:8]([F:10])[CH:7]=[C:6](Br)[CH:5]=1.B1([C:19]2[CH:24]=[CH:23][CH:22]=[N:21][CH:20]=2)OCCCO1.C(=O)([O-])[O-].[K+].[K+]. The catalyst is C1(C)C=CC=CC=1. The product is [F:10][C:8]1[CH:9]=[C:4]([CH:5]=[C:6]([C:19]2[CH:20]=[N:21][CH:22]=[CH:23][CH:24]=2)[CH:7]=1)[C:3]([OH:2])=[O:12]. The yield is 0.470. (3) The reactants are C(OC([NH:8][CH2:9][CH:10]1[CH2:15][CH2:14][N:13]([CH2:16][C:17]2([C:23]([OH:25])=[O:24])[CH2:22][CH2:21][O:20][CH2:19][CH2:18]2)[CH2:12][CH2:11]1)=O)(C)(C)C.[CH3:26][C:27]1[CH:28]=[CH:29][C:30]([S:33]([OH:36])(=[O:35])=[O:34])=[CH:31][CH:32]=1.O.CCN(CC)CC. The catalyst is CC(O)C. The product is [CH3:26][C:27]1[CH:28]=[CH:29][C:30]([S:33]([OH:36])(=[O:35])=[O:34])=[CH:31][CH:32]=1.[NH2:8][CH2:9][CH:10]1[CH2:15][CH2:14][N:13]([CH2:16][C:17]2([C:23]([OH:25])=[O:24])[CH2:22][CH2:21][O:20][CH2:19][CH2:18]2)[CH2:12][CH2:11]1. The yield is 0.870. (4) The reactants are [CH3:1][C:2]1[C:10]2[N:9]=[C:8]([CH2:11][CH2:12][CH3:13])[N:7]([CH2:14][C:15]3[CH:32]=[CH:31][C:18]4/[C:19](=[CH:28]/[C:29]#[N:30])/[C:20]5[CH:27]=[CH:26][CH:25]=[CH:24][C:21]=5[CH2:22][CH2:23][C:17]=4[CH:16]=3)[C:6]=2[CH:5]=[C:4]([C:33]([NH:35][NH2:36])=[O:34])[CH:3]=1.[C:37](OCC)(OCC)(OCC)[CH3:38]. No catalyst specified. The product is [CH3:1][C:2]1[C:10]2[N:9]=[C:8]([CH2:11][CH2:12][CH3:13])[N:7]([CH2:14][C:15]3[CH:32]=[CH:31][C:18]4/[C:19](=[CH:28]/[C:29]#[N:30])/[C:20]5[CH:27]=[CH:26][CH:25]=[CH:24][C:21]=5[CH2:22][CH2:23][C:17]=4[CH:16]=3)[C:6]=2[CH:5]=[C:4]([C:33]2[O:34][C:37]([CH3:38])=[N:36][N:35]=2)[CH:3]=1. The yield is 0.620. (5) The reactants are [C:1]([C:4]1[CH:12]=[CH:11][CH:10]=[C:9]2[C:5]=1[C:6]([F:15])([F:14])[C:7](=[O:13])[NH:8]2)(=[O:3])[CH3:2].F[C:17]1(F)C2C(C=O)=CC=CC=2NC1=O.C[Mg]Br.C([Mg]Br)C. No catalyst specified. The product is [F:14][C:6]1([F:15])[C:5]2[C:9](=[CH:10][CH:11]=[CH:12][C:4]=2[CH:1]([OH:3])[CH2:2][CH3:17])[NH:8][C:7]1=[O:13]. The yield is 0.300. (6) The reactants are [Br:1][C:2]1[CH:10]=[CH:9][CH:8]=[C:7]2[C:3]=1[C:4](O)([C:22]1[C:27]([OH:28])=[CH:26][CH:25]=[C:24]([O:29][CH3:30])[N:23]=1)[C:5](=[O:21])[N:6]2[CH2:11][C:12]1[O:13][C:14]([C:17]([F:20])([F:19])[F:18])=[CH:15][CH:16]=1.C(N(CC)CC)C.S(Cl)(Cl)=O.C(O)(=O)C. The catalyst is ClCCl.[Zn]. The product is [Br:1][C:2]1[CH:10]=[CH:9][CH:8]=[C:7]2[C:3]=1[CH:4]([C:22]1[C:27]([OH:28])=[CH:26][CH:25]=[C:24]([O:29][CH3:30])[N:23]=1)[C:5](=[O:21])[N:6]2[CH2:11][C:12]1[O:13][C:14]([C:17]([F:19])([F:20])[F:18])=[CH:15][CH:16]=1. The yield is 0.490. (7) The reactants are [Cl:1][C:2]1[CH:7]=[CH:6][CH:5]=[CH:4][C:3]=1[N:8]([CH3:28])[C:9]([C:11]1[S:27][C:14]2[C:15]3[CH:23]=[CH:22][C:21]([C:24](O)=[O:25])=[CH:20][C:16]=3[O:17][CH2:18][CH2:19][C:13]=2[CH:12]=1)=[O:10].[NH:29]([CH3:31])[CH3:30].Cl.N1C=CC=CC=1.ClC1C=CC=CC=1N(C)C(C1SC2C3C=CC(C(Cl)=O)=CC=3OCCC=2C=1)=O. The catalyst is O=S(Cl)Cl.C1COCC1. The product is [Cl:1][C:2]1[CH:7]=[CH:6][CH:5]=[CH:4][C:3]=1[N:8]([CH3:28])[C:9]([C:11]1[S:27][C:14]2[C:15]3[CH:23]=[CH:22][C:21]([C:24]([N:29]([CH3:31])[CH3:30])=[O:25])=[CH:20][C:16]=3[O:17][CH2:18][CH2:19][C:13]=2[CH:12]=1)=[O:10]. The yield is 0.820. (8) The reactants are [CH3:1][O:2][C:3]1[CH:4]=[C:5]([N:12]2[CH2:17][CH2:16][CH:15]([N:18]3[CH2:23][CH2:22][NH:21][CH2:20][CH2:19]3)[CH2:14][CH2:13]2)[CH:6]=[CH:7][C:8]=1[N+:9]([O-:11])=[O:10].I[CH2:25][CH2:26][F:27]. The catalyst is C1COCC1. The product is [F:27][CH2:26][CH2:25][N:21]1[CH2:20][CH2:19][N:18]([CH:15]2[CH2:14][CH2:13][N:12]([C:5]3[CH:6]=[CH:7][C:8]([N+:9]([O-:11])=[O:10])=[C:3]([O:2][CH3:1])[CH:4]=3)[CH2:17][CH2:16]2)[CH2:23][CH2:22]1. The yield is 0.690. (9) The yield is 0.0824. The reactants are Br[C:2]1[CH:3]=[C:4]2[C:9](=[CH:10][CH:11]=1)[C:8]([Cl:12])=[N:7][N:6]=[CH:5]2.CC1(C)C2C(=C(P(C3C=CC=CC=3)C3C=CC=CC=3)C=CC=2)OC2C(P(C3C=CC=CC=3)C3C=CC=CC=3)=CC=CC1=2.C(N(CC)C(C)C)(C)C.[CH2:64]([SH:71])[C:65]1[CH:70]=[CH:69][CH:68]=[CH:67][CH:66]=1. The product is [CH2:64]([S:71][C:2]1[CH:3]=[C:4]2[C:9](=[CH:10][CH:11]=1)[C:8]([Cl:12])=[N:7][N:6]=[CH:5]2)[C:65]1[CH:70]=[CH:69][CH:68]=[CH:67][CH:66]=1. The catalyst is C1C=CC(/C=C/C(/C=C/C2C=CC=CC=2)=O)=CC=1.C1C=CC(/C=C/C(/C=C/C2C=CC=CC=2)=O)=CC=1.C1C=CC(/C=C/C(/C=C/C2C=CC=CC=2)=O)=CC=1.[Pd].[Pd].O1CCOCC1.